Task: Predict the reaction yield, written as a fraction of the theoretical maximum amount of product (1.0 means a 100% yield; for example, 0.34 means a 34% yield).. Dataset: Reaction yield outcomes from USPTO patents with 853,638 reactions (1) The reactants are [Br:1][C:2]1[C:3]([O:16][C:17]2[CH:22]=[CH:21][C:20]([F:23])=[CH:19][C:18]=2[F:24])=[CH:4][C:5]([CH2:14][OH:15])=[C:6]([NH:8][S:9]([CH2:12][CH3:13])(=[O:11])=[O:10])[CH:7]=1. The catalyst is [O-2].[Mn+4].[O-2].O=[Mn]=O.ClCCl. The product is [Br:1][C:2]1[C:3]([O:16][C:17]2[CH:22]=[CH:21][C:20]([F:23])=[CH:19][C:18]=2[F:24])=[CH:4][C:5]([CH:14]=[O:15])=[C:6]([NH:8][S:9]([CH2:12][CH3:13])(=[O:11])=[O:10])[CH:7]=1. The yield is 0.910. (2) The reactants are [C:1]1([C:7]2[CH:16]=[CH:15][CH:14]=[C:13]3[C:8]=2[C:9]([NH:25][CH2:26][C:27]2[CH:32]=[CH:31][CH:30]=[CH:29][N:28]=2)=[N:10][C:11]([C:17]2[CH:18]=[N:19][CH:20]=[C:21]([CH:24]=2)[CH:22]=[O:23])=[N:12]3)[CH:6]=[CH:5][CH:4]=[CH:3][CH:2]=1.[BH4-].[Na+].[Cl-].[NH4+]. The catalyst is C(O)C. The product is [C:1]1([C:7]2[CH:16]=[CH:15][CH:14]=[C:13]3[C:8]=2[C:9]([NH:25][CH2:26][C:27]2[CH:32]=[CH:31][CH:30]=[CH:29][N:28]=2)=[N:10][C:11]([C:17]2[CH:24]=[C:21]([CH2:22][OH:23])[CH:20]=[N:19][CH:18]=2)=[N:12]3)[CH:2]=[CH:3][CH:4]=[CH:5][CH:6]=1. The yield is 0.710. (3) The reactants are F[C:2]1[CH:7]=[CH:6][C:5]([C@H:8]([CH:33]2[CH2:38][CH2:37][O:36][CH2:35][CH2:34]2)[N:9]2[C:17]3[CH:16]=[CH:15][CH:14]=[C:13]([S:18]([CH3:21])(=[O:20])=[O:19])[C:12]=3[C:11]3[N:22]=[CH:23][C:24]([C:26]4[N:30]([CH3:31])[N:29]=[N:28][C:27]=4[CH3:32])=[CH:25][C:10]2=3)=[CH:4][CH:3]=1.CN1C(C2C=NC3C4C(S(C)(=O)=O)=CC=CC=4NC=3C=2)=C(C)N=N1.C1([C@@H](C2CCOCC2)O)C=CC=CC=1. No catalyst specified. The product is [CH3:21][S:18]([C:13]1[C:12]2[C:11]3[N:22]=[CH:23][C:24]([C:26]4[N:30]([CH3:31])[N:29]=[N:28][C:27]=4[CH3:32])=[CH:25][C:10]=3[N:9]([C@@H:8]([CH:33]3[CH2:38][CH2:37][O:36][CH2:35][CH2:34]3)[C:5]3[CH:4]=[CH:3][CH:2]=[CH:7][CH:6]=3)[C:17]=2[CH:16]=[CH:15][CH:14]=1)(=[O:20])=[O:19]. The yield is 0.200. (4) The reactants are [C:1]([C:3]1[C:11]2[C:6](=[CH:7][C:8]([O:12]C)=[CH:9][CH:10]=2)[N:5]([CH2:14][CH3:15])[C:4]=1[C:16]1[CH:21]=[CH:20][C:19]([NH:22][S:23]([CH3:26])(=[O:25])=[O:24])=[CH:18][CH:17]=1)#[N:2].B(Br)(Br)Br.O. The catalyst is C(Cl)Cl. The product is [C:1]([C:3]1[C:11]2[C:6](=[CH:7][C:8]([OH:12])=[CH:9][CH:10]=2)[N:5]([CH2:14][CH3:15])[C:4]=1[C:16]1[CH:17]=[CH:18][C:19]([NH:22][S:23]([CH3:26])(=[O:24])=[O:25])=[CH:20][CH:21]=1)#[N:2]. The yield is 0.220. (5) The reactants are [CH:1](=O)[CH:2]([CH3:4])[CH3:3].[CH2:6]([SH:10])[CH2:7][CH2:8][SH:9].B(F)(F)F.CCOCC. The catalyst is ClCCl. The product is [CH:2]([CH:1]1[S:10][CH2:6][CH2:7][CH2:8][S:9]1)([CH3:4])[CH3:3]. The yield is 1.00. (6) The reactants are C([O:8][C:9]1[C:14]2[N:15]=[C:16]([NH:18][C:19](=[O:28])[C:20]3[CH:25]=[CH:24][C:23]([CH2:26][Cl:27])=[CH:22][CH:21]=3)[S:17][C:13]=2[C:12]([N:29]2[CH2:34][CH2:33][O:32][CH2:31][CH2:30]2)=[CH:11][CH:10]=1)C1C=CC=CC=1.B(Cl)(Cl)Cl.O.CO. The catalyst is C(Cl)Cl.[I-].C([N+](CCCC)(CCCC)CCCC)CCC. The product is [Cl:27][CH2:26][C:23]1[CH:22]=[CH:21][C:20]([C:19]([NH:18][C:16]2[S:17][C:13]3[C:12]([N:29]4[CH2:34][CH2:33][O:32][CH2:31][CH2:30]4)=[CH:11][CH:10]=[C:9]([OH:8])[C:14]=3[N:15]=2)=[O:28])=[CH:25][CH:24]=1. The yield is 0.180.